This data is from HIV replication inhibition screening data with 41,000+ compounds from the AIDS Antiviral Screen. The task is: Binary Classification. Given a drug SMILES string, predict its activity (active/inactive) in a high-throughput screening assay against a specified biological target. (1) The molecule is COc1cc(C2SC(=N)Nc3c2c(C)nn3C(=O)c2ccc(Cl)cc2)cc(OC)c1OC. The result is 0 (inactive). (2) The drug is O=c1nc(NC(c2ccccc2)(c2ccccc2)c2ccccc2)ccn1CCO. The result is 0 (inactive). (3) The result is 0 (inactive). The compound is COC(=O)C(=Cc1ccc(OC)cc1)C(C(=O)O)=C1CCCCC1. (4) The compound is COc1cc(CNC2c3cc4c(cc3C(c3cc(OC)c(OC)c(OC)c3)C3C(=O)OCC23)OCO4)cc(OC)c1OC. The result is 0 (inactive). (5) The compound is CC(C)(CN1CCCCC1)C(=O)C=Cc1ccccc1.Cl. The result is 0 (inactive). (6) The drug is N#CN1CCC=C(c2cc3ccccc3[nH]2)C1. The result is 0 (inactive). (7) The molecule is N#CC(=Cc1cccc2ccccc12)C(=O)c1ccccc1. The result is 0 (inactive). (8) The drug is O=c1c(=Cc2ccc3c(c2)OCO3)sc2nnc(-c3ccco3)n12. The result is 0 (inactive). (9) The compound is O=C(CCC(=O)Nc1cccc(Cl)c1)CC(=O)c1ccc(Cl)cc1. The result is 0 (inactive). (10) The compound is CCN(CC)CCN1CCc2c([nH]c3ccccc23)C1c1cccnc1. The result is 0 (inactive).